This data is from Full USPTO retrosynthesis dataset with 1.9M reactions from patents (1976-2016). The task is: Predict the reactants needed to synthesize the given product. The reactants are: C([O:9][C@@H:10]1[C@@H:14]([O:15]C(=O)C2C=CC=CC=2)[C@H:13]([N:24]2[CH:32]=[N:31][C:30]3[C:25]2=[N:26][C:27]([C:48]#[N:49])=[N:28][C:29]=3[NH:33][CH2:34][CH:35]([C:42]2[CH:47]=[CH:46][CH:45]=[CH:44][CH:43]=2)[C:36]2[CH:41]=[CH:40][CH:39]=[CH:38][CH:37]=2)[O:12][C@@H:11]1[C:50]([NH:52][CH2:53][CH3:54])=[O:51])(=O)C1C=CC=CC=1.[CH3:55]N. Given the product [NH3:24].[C:36]1([CH:35]([C:42]2[CH:43]=[CH:44][CH:45]=[CH:46][CH:47]=2)[CH2:34][NH:33][C:29]2[N:28]=[C:27]([CH2:48][NH:49][CH3:55])[N:26]=[C:25]3[C:30]=2[N:31]=[CH:32][N:24]3[C@@H:13]2[O:12][C@H:11]([C:50]([NH:52][CH2:53][CH3:54])=[O:51])[C@@H:10]([OH:9])[C@H:14]2[OH:15])[CH:41]=[CH:40][CH:39]=[CH:38][CH:37]=1, predict the reactants needed to synthesize it.